Dataset: Experimentally validated miRNA-target interactions with 360,000+ pairs, plus equal number of negative samples. Task: Binary Classification. Given a miRNA mature sequence and a target amino acid sequence, predict their likelihood of interaction. (1) The miRNA is hsa-miR-6884-5p with sequence AGAGGCUGAGAAGGUGAUGUUG. The protein sequence of the target gene is MIEDTMTLLSLLGRIMRYFLLRPETLFLLCISLALWSYFFHTDEVKTIVKSSRDAVKMVKGKVAEIMQNDRLGGLDVLEAEFSKTWEFKNHNVAVYSIQGRRDHMEDRFEVLTDLANKTHPSIFGIFDGHGGETAAEYVKSRLPEALKQHLQDYEKDKENSVLSYQTILEQQILSIDREMLEKLTVSYDEAGTTCLIALLSDKDLTVANVGDSRGVLCDKDGNAIPLSHDHKPYQLKERKRIKRAGGFISFNGSWRVQGILAMSRSLGDYPLKNLNVVIPDPDILTFDLDKLQPEFMILA.... Result: 1 (interaction). (2) The miRNA is hsa-miR-6864-5p with sequence UUGAAGGGACAAGUCAGAUAUGCC. The protein sequence of the target gene is MAAATADPGAGNPQPGDSSGGGAGGGLPSPGEQELSRRLQRLYPAVNQQETPLPRSWSPKDKYNYIGLSQGNLRVHYKGHGKNHKDAASVRATHPIPAACGIYYFEVKIVSKGRDGYMGIGLSAQGVNMNRLPGWDKHSYGYHGDDGHSFCSSGTGQPYGPTFTTGDVIGCCVNLINGTCFYTKNGHSLGIAFTDLPANLYPTVGLQTPGEIVDANFGQQPFLFDIEDYMREWRAKVQGTVHCFPISARLGEWQAVLQNMVSSYLVHHGYCATATAFARMTETPIQEEQASIKNRQKIQK.... Result: 1 (interaction).